This data is from Catalyst prediction with 721,799 reactions and 888 catalyst types from USPTO. The task is: Predict which catalyst facilitates the given reaction. (1) Reactant: [CH3:1][O:2][CH2:3][CH2:4][CH2:5][N:6]1[C:14]2[CH:13]=[C:12]([C:15]([O:17][CH2:18][CH3:19])=[O:16])[N:11]=[CH:10][C:9]=2[C:8]([CH:20]=[CH2:21])=[CH:7]1. Product: [CH2:20]([C:8]1[C:9]2[CH:10]=[N:11][C:12]([C:15]([O:17][CH2:18][CH3:19])=[O:16])=[CH:13][C:14]=2[N:6]([CH2:5][CH2:4][CH2:3][O:2][CH3:1])[CH:7]=1)[CH3:21]. The catalyst class is: 29. (2) Reactant: [CH3:1][N:2]1[CH:6]=[C:5]([N:7]2[CH:12]=[CH:11][C:10](=[O:13])[C:9]([CH2:14][C:15]3[CH:20]=[CH:19][CH:18]=[C:17](B4OC(C)(C)C(C)(C)O4)[CH:16]=3)=[N:8]2)[CH:4]=[N:3]1.C(Cl)Cl.C([O-])([O-])=O.[Na+].[Na+].Br[C:40]1[CH:45]=[CH:44][C:43]([O:46][CH2:47][CH3:48])=[CH:42][N:41]=1. Product: [CH2:47]([O:46][C:43]1[CH:44]=[CH:45][C:40]([C:17]2[CH:16]=[C:15]([CH:20]=[CH:19][CH:18]=2)[CH2:14][C:9]2[C:10](=[O:13])[CH:11]=[CH:12][N:7]([C:5]3[CH:4]=[N:3][N:2]([CH3:1])[CH:6]=3)[N:8]=2)=[N:41][CH:42]=1)[CH3:48]. The catalyst class is: 75. (3) Reactant: COC1C=CC(C[N:8]2[C:16]3[CH:15]=[CH:14][N:13]=[C:12]([NH:17][CH:18]4[CH2:23][CH2:22][O:21][CH2:20][CH2:19]4)[C:11]=3[C:10]([C:24]3[CH:29]=[C:28]([N:30]4[CH2:35][C:34]([F:37])([F:36])[O:33][C:32]([F:39])([F:38])[CH2:31]4)[CH:27]=[CH:26][N:25]=3)=[N:9]2)=CC=1.ClC1C=CN=C(C2C3C(NC4CCOCC4)=NC=CC=3N(CC3C=CC(OC)=CC=3)N=2)C=1.CC1(C)C2C(=C(P(C3C=CC=CC=3)C3C=CC=CC=3)C=CC=2)OC2C(P(C3C=CC=CC=3)C3C=CC=CC=3)=CC=CC1=2.C([O-])([O-])=O.[Cs+].[Cs+].FC1(F)OC(F)(F)CNC1. Product: [F:37][C:34]1([F:36])[CH2:35][N:30]([C:28]2[CH:27]=[CH:26][N:25]=[C:24]([C:10]3[C:11]4[C:12]([NH:17][CH:18]5[CH2:23][CH2:22][O:21][CH2:20][CH2:19]5)=[N:13][CH:14]=[CH:15][C:16]=4[NH:8][N:9]=3)[CH:29]=2)[CH2:31][C:32]([F:38])([F:39])[O:33]1. The catalyst class is: 102. (4) Reactant: [CH3:1][C@@H:2]1[N:7]([CH2:8][C:9]2[CH:14]=[CH:13][CH:12]=[CH:11][N:10]=2)[CH2:6][CH2:5][N:4](C(OC(C)(C)C)=O)[CH2:3]1.C(O)(C(F)(F)F)=O. Product: [CH3:1][C@H:2]1[CH2:3][NH:4][CH2:5][CH2:6][N:7]1[CH2:8][C:9]1[CH:14]=[CH:13][CH:12]=[CH:11][N:10]=1. The catalyst class is: 2. (5) Reactant: [Si:1]([O:8][CH2:9][C@H:10]1[O:14][C:13]([CH3:16])([CH3:15])[N:12]([C:17]([O:19][C:20]([CH3:23])([CH3:22])[CH3:21])=[O:18])[C@H:11]1[CH2:24][C:25]#[CH:26])([C:4]([CH3:7])([CH3:6])[CH3:5])([CH3:3])[CH3:2].[CH2:27]([Li])CCC.IC. Product: [CH2:24]([C@H:11]1[C@@H:10]([CH2:9][O:8][Si:1]([C:4]([CH3:7])([CH3:6])[CH3:5])([CH3:3])[CH3:2])[O:14][C:13]([CH3:15])([CH3:16])[N:12]1[C:17]([O:19][C:20]([CH3:23])([CH3:22])[CH3:21])=[O:18])[C:25]#[C:26][CH3:27]. The catalyst class is: 1. (6) Reactant: [CH2:1]([O:8][C:9](=[O:46])[NH:10][C@H:11]([C:13](=[O:45])[NH:14][C@H:15]([C:26](=[O:44])[NH:27][C@@H:28]([CH2:37][C:38]1[CH:43]=[CH:42][CH:41]=[CH:40][CH:39]=1)[CH:29]([C:31](=[O:36])[NH:32][CH:33]1[CH2:35][CH2:34]1)[OH:30])[CH2:16][C:17]1[C:25]2[C:20](=[CH:21][CH:22]=[CH:23][CH:24]=2)[NH:19][CH:18]=1)[CH3:12])[C:2]1[CH:7]=[CH:6][CH:5]=[CH:4][CH:3]=1.CC(OI1(OC(C)=O)(OC(C)=O)OC(=O)C2C=CC=CC1=2)=O. Product: [CH2:1]([O:8][C:9](=[O:46])[NH:10][C@H:11]([C:13](=[O:45])[NH:14][C@H:15]([C:26](=[O:44])[NH:27][C@@H:28]([CH2:37][C:38]1[CH:43]=[CH:42][CH:41]=[CH:40][CH:39]=1)[C:29]([C:31](=[O:36])[NH:32][CH:33]1[CH2:34][CH2:35]1)=[O:30])[CH2:16][C:17]1[C:25]2[C:20](=[CH:21][CH:22]=[CH:23][CH:24]=2)[NH:19][CH:18]=1)[CH3:12])[C:2]1[CH:7]=[CH:6][CH:5]=[CH:4][CH:3]=1. The catalyst class is: 4.